Task: Predict the product of the given reaction.. Dataset: Forward reaction prediction with 1.9M reactions from USPTO patents (1976-2016) (1) Given the reactants [C:1]([O:5][C:6](=[O:32])[NH:7][C:8]1[CH:9]=[N:10][CH:11]=[C:12]([C:15]2[CH:16]=[C:17]3[C:21](=[CH:22][CH:23]=2)[N:20]([CH:24]2[CH2:29][CH2:28][CH2:27][CH2:26][O:25]2)[N:19]=[C:18]3[CH:30]=O)[C:13]=1[CH3:14])([CH3:4])([CH3:3])[CH3:2].CCC(=O)C(=O)CC.C([O-])(=O)C.[NH4+].C(OC(=O)N(CC)CC1C=NC=C(C2C=C3C(=CC=2)N(C2CCCCO2)N=C3C2[NH:80][C:79]3[CH2:81][CH2:82][CH2:83][CH2:84][C:78]=3[N:77]=2)C=1C)(C)(C)C, predict the reaction product. The product is: [C:1]([O:5][C:6](=[O:32])[NH:7][C:8]1[CH:9]=[N:10][CH:11]=[C:12]([C:15]2[CH:16]=[C:17]3[C:21](=[CH:22][CH:23]=2)[N:20]([CH:24]2[CH2:29][CH2:28][CH2:27][CH2:26][O:25]2)[N:19]=[C:18]3[C:30]2[NH:77][C:78]([CH2:84][CH3:83])=[C:79]([CH2:81][CH3:82])[N:80]=2)[C:13]=1[CH3:14])([CH3:4])([CH3:3])[CH3:2]. (2) Given the reactants II.[Br:3][C:4]1[CH:5]=[C:6]([C:10]([C:12]2[CH:17]=[CH:16][C:15]([O:18][S:19]([CH3:22])(=[O:21])=[O:20])=[CH:14][CH:13]=2)=[CH2:11])[CH:7]=[CH:8][CH:9]=1.[NH3:23].C([O:27][CH2:28]C)(=O)C.C(#[N:32])C, predict the reaction product. The product is: [NH2:23][C:28]1[O:27][CH2:11][C:10]([C:12]2[CH:17]=[CH:16][C:15]([O:18][S:19]([CH3:22])(=[O:21])=[O:20])=[CH:14][CH:13]=2)([C:6]2[CH:7]=[CH:8][CH:9]=[C:4]([Br:3])[CH:5]=2)[N:32]=1. (3) The product is: [Si:45]([O:52][CH2:53][C@@H:54]([NH:55][C:18]([C@@H:15]1[O:14][C:12]2[N:13]=[C:8]([NH:7][CH:4]3[CH2:3][CH2:2][O:1][CH2:6][CH2:5]3)[N:9]=[CH:10][C:11]=2[CH2:17][CH2:16]1)=[O:20])[C:56]1[CH:61]=[CH:60][C:59]([Cl:62])=[C:58]([F:63])[CH:57]=1)([C:48]([CH3:51])([CH3:50])[CH3:49])([CH3:47])[CH3:46]. Given the reactants [O:1]1[CH2:6][CH2:5][CH:4]([NH:7][C:8]2[N:9]=[CH:10][C:11]3[CH2:17][CH2:16][C@H:15]([C:18]([OH:20])=O)[O:14][C:12]=3[N:13]=2)[CH2:3][CH2:2]1.CN(C(ON1N=NC2C=CC=NC1=2)=[N+](C)C)C.F[P-](F)(F)(F)(F)F.[Si:45]([O:52][CH2:53][C@H:54]([C:56]1[CH:61]=[CH:60][C:59]([Cl:62])=[C:58]([F:63])[CH:57]=1)[NH2:55])([C:48]([CH3:51])([CH3:50])[CH3:49])([CH3:47])[CH3:46].CCN(C(C)C)C(C)C.C([O-])([O-])=O.[Na+].[Na+], predict the reaction product. (4) The product is: [N+:8]([C:5]1[CH:6]=[CH:7][C:2]2[NH:1][C:20](=[O:21])[CH2:19][S:11][C:3]=2[CH:4]=1)([O-:10])=[O:9]. Given the reactants [NH2:1][C:2]1[CH:7]=[CH:6][C:5]([N+:8]([O-:10])=[O:9])=[CH:4][C:3]=1[SH:11].C(=O)([O-])[O-].[K+].[K+].Br[CH2:19][C:20](OC)=[O:21], predict the reaction product. (5) The product is: [F:13][CH:12]([F:14])[C:11]1[N:3]([CH3:17])[N:2]=[CH:9][CH:10]=1. Given the reactants O.[NH2:2][NH2:3].C(O[CH:9]=[CH:10][C:11](=O)[C:12](Cl)([F:14])[F:13])CCC.[CH2:17](O)C, predict the reaction product. (6) Given the reactants [Cl-].O=[C:3]([C:6]1[CH:11]=[CH:10][C:9]([CH3:12])=[CH:8][CH:7]=1)[CH2:4][NH3+:5].[C:13]([S-:15])#[N:14].[K+].O, predict the reaction product. The product is: [C:9]1([CH3:12])[CH:10]=[CH:11][C:6]([C:3]2[NH:14][C:13]([SH:15])=[N:5][CH:4]=2)=[CH:7][CH:8]=1.